Dataset: Forward reaction prediction with 1.9M reactions from USPTO patents (1976-2016). Task: Predict the product of the given reaction. (1) Given the reactants [C@@H:1]12[CH2:6][C@@H:5]1[CH2:4][NH:3][C@@H:2]2[CH2:7][NH:8][C:9](=[O:17])[C:10]1[CH:15]=[CH:14][C:13]([F:16])=[CH:12][CH:11]=1.[CH2:18]([C:20]1[CH:25]=[CH:24][C:23]([C:26]2[S:30][C:29]([CH3:31])=[N:28][C:27]=2[C:32](O)=[O:33])=[CH:22][CH:21]=1)[CH3:19], predict the reaction product. The product is: [CH2:18]([C:20]1[CH:21]=[CH:22][C:23]([C:26]2[S:30][C:29]([CH3:31])=[N:28][C:27]=2[C:32]([N:3]2[CH2:4][C@@H:5]3[C@@H:1]([CH2:6]3)[C@H:2]2[CH2:7][NH:8][C:9](=[O:17])[C:10]2[CH:15]=[CH:14][C:13]([F:16])=[CH:12][CH:11]=2)=[O:33])=[CH:24][CH:25]=1)[CH3:19]. (2) Given the reactants [OH:1][C:2]1[C:10]2[CH2:9][CH2:8][CH2:7][C:6]=2[C:5]([CH:11]=[O:12])=[CH:4][C:3]=1[CH3:13].F[B-](F)(F)F.[CH2:41]([O:40][C:37]1[CH:38]=[CH:39][C:34]([I+][C:34]2[CH:39]=[CH:38][C:37]([O:40][CH2:41][C:42]3[CH:47]=[CH:46][CH:45]=[CH:44][CH:43]=3)=[C:36]([CH2:48][C:49]3[CH:54]=[CH:53][C:52]([F:55])=[CH:51][CH:50]=3)[CH:35]=2)=[CH:35][C:36]=1[CH2:48][C:49]1[CH:50]=[CH:51][C:52]([F:55])=[CH:53][CH:54]=1)[C:42]1[CH:47]=[CH:46][CH:45]=[CH:44][CH:43]=1, predict the reaction product. The product is: [CH2:41]([O:40][C:37]1[CH:38]=[CH:39][C:34]([O:1][C:2]2[C:10]3[CH2:9][CH2:8][CH2:7][C:6]=3[C:5]([CH:11]=[O:12])=[CH:4][C:3]=2[CH3:13])=[CH:35][C:36]=1[CH2:48][C:49]1[CH:54]=[CH:53][C:52]([F:55])=[CH:51][CH:50]=1)[C:42]1[CH:43]=[CH:44][CH:45]=[CH:46][CH:47]=1. (3) The product is: [N:1]1([CH2:17][C:18]([N:20]2[CH2:21][CH2:22][N:23]([C:26]3[CH:31]=[CH:30][C:29]([Cl:32])=[CH:28][CH:27]=3)[CH2:24][CH2:25]2)=[O:19])[C:5]2[CH:6]=[CH:7][CH:8]=[CH:9][C:4]=2[N:3]=[CH:2]1. Given the reactants [N:1]1[C:5]2[CH:6]=[CH:7][CH:8]=[CH:9][C:4]=2[NH:3][CH:2]=1.C(=O)([O-])[O-].[K+].[K+].Cl[CH2:17][C:18]([N:20]1[CH2:25][CH2:24][N:23]([C:26]2[CH:31]=[CH:30][C:29]([Cl:32])=[CH:28][CH:27]=2)[CH2:22][CH2:21]1)=[O:19], predict the reaction product. (4) The product is: [F:32][C:33]1[CH:41]=[CH:40][CH:39]=[C:38]2[C:34]=1[CH:35]=[C:36]([C:43]([N:1]1[CH2:5][CH:4]=[C:3]([C:6]3[C:7]([N:26]([CH3:31])[S:27]([CH3:30])(=[O:28])=[O:29])=[CH:8][C:9]4[O:13][C:12]([C:14]5[CH:19]=[CH:18][C:17]([F:20])=[CH:16][CH:15]=5)=[C:11]([C:21]([NH:23][CH3:24])=[O:22])[C:10]=4[CH:25]=3)[CH2:2]1)=[O:44])[N:37]2[CH3:42]. Given the reactants [NH:1]1[CH2:5][CH:4]=[C:3]([C:6]2[C:7]([N:26]([CH3:31])[S:27]([CH3:30])(=[O:29])=[O:28])=[CH:8][C:9]3[O:13][C:12]([C:14]4[CH:19]=[CH:18][C:17]([F:20])=[CH:16][CH:15]=4)=[C:11]([C:21]([NH:23][CH3:24])=[O:22])[C:10]=3[CH:25]=2)[CH2:2]1.[F:32][C:33]1[CH:41]=[CH:40][CH:39]=[C:38]2[C:34]=1[CH:35]=[C:36]([C:43](O)=[O:44])[N:37]2[CH3:42].CCN(CC)CC.C(P1(=O)OP(CCC)(=O)OP(CCC)(=O)O1)CC, predict the reaction product. (5) The product is: [C:1]1([C@H:13]2[C@H:17]([C:18]3[C:26]4[C:21](=[CH:22][CH:23]=[C:24]([C:27]5[CH:32]=[CH:31][CH:30]=[C:29]([CH3:33])[CH:28]=5)[CH:25]=4)[NH:20][CH:19]=3)[C:16](=[O:34])[NH:15][C:14]2=[O:35])[C:11]2=[C:12]3[C:7](=[CH:8][CH:9]=[CH:10]2)[CH2:6][CH2:5][CH2:4][N:3]3[CH:2]=1. Given the reactants [C:1]1([C:13]2[C:14](=[O:35])[NH:15][C:16](=[O:34])[C:17]=2[C:18]2[C:26]3[C:21](=[CH:22][CH:23]=[C:24]([C:27]4[CH:32]=[CH:31][CH:30]=[C:29]([CH3:33])[CH:28]=4)[CH:25]=3)[NH:20][CH:19]=2)[C:11]2=[C:12]3[C:7](=[CH:8][CH:9]=[CH:10]2)[CH2:6][CH2:5][CH2:4][N:3]3[CH:2]=1, predict the reaction product. (6) Given the reactants [CH2:1]([CH:3]1[N:12]2[C:7](=[CH:8][C:9](=[O:18])[C:10]([C:13]([O:15][CH2:16][CH3:17])=[O:14])=[CH:11]2)[C:6]2[CH:19]=[C:20]([O:24][CH3:25])[C:21]([OH:23])=[CH:22][C:5]=2[CH2:4]1)[CH3:2].C(=O)([O-])[O-].[K+].[K+].I[CH2:33][C:34]([F:37])([F:36])[F:35].O, predict the reaction product. The product is: [CH2:1]([CH:3]1[N:12]2[C:7](=[CH:8][C:9](=[O:18])[C:10]([C:13]([O:15][CH2:16][CH3:17])=[O:14])=[CH:11]2)[C:6]2[CH:19]=[C:20]([O:24][CH3:25])[C:21]([O:23][CH2:33][C:34]([F:37])([F:36])[F:35])=[CH:22][C:5]=2[CH2:4]1)[CH3:2]. (7) Given the reactants [F:1][C:2]1[CH:3]=[C:4]([C:8]2[N:13]=[C:12]([CH3:14])[C:11]([C:15]([OH:17])=O)=[CH:10][N:9]=2)[CH:5]=[CH:6][CH:7]=1.C(C1NC=CN=1)(C1NC=CN=1)=O.[C:30]([O:34][C:35](=[O:46])[NH:36][CH2:37][C:38]1[CH:43]=[CH:42][CH:41]=[C:40]([CH2:44][NH2:45])[CH:39]=1)([CH3:33])([CH3:32])[CH3:31], predict the reaction product. The product is: [C:30]([O:34][C:35](=[O:46])[NH:36][CH2:37][C:38]1[CH:43]=[CH:42][CH:41]=[C:40]([CH2:44][NH:45][C:15]([C:11]2[C:12]([CH3:14])=[N:13][C:8]([C:4]3[CH:5]=[CH:6][CH:7]=[C:2]([F:1])[CH:3]=3)=[N:9][CH:10]=2)=[O:17])[CH:39]=1)([CH3:33])([CH3:31])[CH3:32]. (8) Given the reactants Br[CH2:2][CH2:3][O:4][CH2:5][CH2:6][N:7]1[C:11]2[CH:12]=[CH:13][CH:14]=[CH:15][C:10]=2[N:9]([C:16]2[CH:21]=[CH:20][C:19]([F:22])=[CH:18][C:17]=2[F:23])[S:8]1(=[O:25])=[O:24].[CH3:26][NH:27][CH3:28], predict the reaction product. The product is: [F:23][C:17]1[CH:18]=[C:19]([F:22])[CH:20]=[CH:21][C:16]=1[N:9]1[C:10]2[CH:15]=[CH:14][CH:13]=[CH:12][C:11]=2[N:7]([CH2:6][CH2:5][O:4][CH2:3][CH2:2][N:27]([CH3:28])[CH3:26])[S:8]1(=[O:25])=[O:24]. (9) Given the reactants Cl.[NH2:2][C@@H:3]1[CH2:7][CH2:6][N:5]([CH2:8][CH:9]([C:11]2[N:16]=[CH:15][C:14]([C:17]#[N:18])=[CH:13][CH:12]=2)[OH:10])[CH2:4]1.[CH3:19][C:20]1[C:28]2[CH2:27][O:26][C:25](=[O:29])[C:24]=2[CH:23]=[CH:22][C:21]=1[C@@H:30]1[CH2:32][O:31]1, predict the reaction product. The product is: [OH:10][CH:9]([C:11]1[CH:12]=[CH:13][C:14]([C:17]#[N:18])=[CH:15][N:16]=1)[CH2:8][N:5]1[CH2:6][CH2:7][C@@H:3]([NH:2][CH2:32][C@H:30]([OH:31])[C:21]2[C:20]([CH3:19])=[C:28]3[C:24](=[CH:23][CH:22]=2)[C:25](=[O:29])[O:26][CH2:27]3)[CH2:4]1. (10) Given the reactants [CH3:1][N:2]1[C@@H:6]([CH2:7][C:8]2[C:12]3[CH:13]=[C:14]([CH2:17][CH2:18][S:19]([C:22]4[CH:23]=[CH:24][CH:25]=[CH:26][CH:27]=4)(=[O:21])=[O:20])[CH:15]=[CH:16][C:11]=3[NH:10][CH:9]=2)[CH2:5][CH2:4][CH2:3]1.[C:28]1([CH3:38])[CH:33]=[CH:32][C:31]([S:34]([OH:37])(=[O:36])=[O:35])=[CH:30][CH:29]=1, predict the reaction product. The product is: [CH3:1][N:2]1[C@@H:6]([CH2:7][C:8]2[C:12]3[CH:13]=[C:14]([CH2:17][CH2:18][S:19]([C:22]4[CH:27]=[CH:26][CH:25]=[CH:24][CH:23]=4)(=[O:20])=[O:21])[CH:15]=[CH:16][C:11]=3[NH:10][CH:9]=2)[CH2:5][CH2:4][CH2:3]1.[CH3:38][C:28]1[CH:33]=[CH:32][C:31]([S:34]([OH:37])(=[O:36])=[O:35])=[CH:30][CH:29]=1.